Dataset: Full USPTO retrosynthesis dataset with 1.9M reactions from patents (1976-2016). Task: Predict the reactants needed to synthesize the given product. (1) Given the product [N+:20]([C:17]1[CH:18]=[CH:19][C:14]([O:13][CH2:12][CH2:11][O:1][C:2]2[CH:9]=[CH:8][CH:7]=[CH:6][C:3]=2[CH:4]=[O:5])=[CH:15][CH:16]=1)([O-:22])=[O:21], predict the reactants needed to synthesize it. The reactants are: [OH:1][C:2]1[CH:9]=[CH:8][CH:7]=[CH:6][C:3]=1[CH:4]=[O:5].Br[CH2:11][CH2:12][O:13][C:14]1[CH:19]=[CH:18][C:17]([N+:20]([O-:22])=[O:21])=[CH:16][CH:15]=1.C(=O)([O-])[O-].[K+].[K+].O. (2) The reactants are: FC(F)(F)C(O)=O.[C:8]([C:12]1[CH:17]=[CH:16][C:15]([CH2:18][C:19]([N:22]2[CH2:31][CH2:30][C:29]3[C:24](=[CH:25][CH:26]=[C:27]([S:32]([N:35](CC4C=CC(OC)=CC=4OC)[C:36]4[CH:41]=[CH:40][C:39]([F:42])=[CH:38][CH:37]=4)(=[O:34])=[O:33])[CH:28]=3)[CH2:23]2)([CH3:21])[CH3:20])=[CH:14][CH:13]=1)([CH3:11])([CH3:10])[CH3:9].C(=O)([O-])O.[Na+]. Given the product [C:8]([C:12]1[CH:13]=[CH:14][C:15]([CH2:18][C:19]([N:22]2[CH2:31][CH2:30][C:29]3[C:24](=[CH:25][CH:26]=[C:27]([S:32]([NH:35][C:36]4[CH:37]=[CH:38][C:39]([F:42])=[CH:40][CH:41]=4)(=[O:34])=[O:33])[CH:28]=3)[CH2:23]2)([CH3:21])[CH3:20])=[CH:16][CH:17]=1)([CH3:9])([CH3:10])[CH3:11], predict the reactants needed to synthesize it. (3) Given the product [CH2:1]1[C:14]2[C:13]3[CH:12]=[CH:11][CH:10]=[CH:9][C:8]=3[N:7]([C:18]3[N:23]=[C:22]([N:24]4[CH:29]=[CH:28][CH:27]=[CH:26][C:25]4=[O:30])[CH:21]=[CH:20][CH:19]=3)[C:6]=2[CH:5]2[CH2:4][CH2:3][N:2]1[CH2:16][CH2:15]2, predict the reactants needed to synthesize it. The reactants are: [CH2:1]1[C:14]2[C:13]3[CH:12]=[CH:11][CH:10]=[CH:9][C:8]=3[NH:7][C:6]=2[CH:5]2[CH2:15][CH2:16][N:2]1[CH2:3][CH2:4]2.Br[C:18]1[N:23]=[C:22]([N:24]2[CH:29]=[CH:28][CH:27]=[CH:26][C:25]2=[O:30])[CH:21]=[CH:20][CH:19]=1. (4) Given the product [I:31][C:37]1[C:38]([S:16][C:17]2[CH:22]=[CH:21][CH:20]=[CH:19][C:18]=2[S:23]([N:26]2[CH2:27][CH2:28][CH2:29][CH2:30]2)(=[O:24])=[O:25])=[C:34]([CH3:33])[N:35]([CH2:40][C:41]([O:43][CH2:44][CH3:45])=[O:42])[C:36]=1[CH3:39], predict the reactants needed to synthesize it. The reactants are: [N:26]1([S:23]([C:18]2[CH:19]=[CH:20][CH:21]=[CH:22][C:17]=2[S:16][S:16][C:17]2[CH:22]=[CH:21][CH:20]=[CH:19][C:18]=2[S:23]([N:26]2[CH2:30][CH2:29][CH2:28][CH2:27]2)(=[O:25])=[O:24])(=[O:25])=[O:24])[CH2:27][CH2:28][CH2:29][CH2:30]1.[I:31]I.[CH3:33][C:34]1[N:35]([CH2:40][C:41]([O:43][CH2:44][CH3:45])=[O:42])[C:36]([CH3:39])=[CH:37][CH:38]=1. (5) Given the product [Cl:14][C:10]1[CH:9]=[C:8]([C:6]2[N:5]=[C:4]([S:15][CH3:16])[N:3]=[C:2]([NH:20][CH2:21][CH2:22][OH:23])[CH:7]=2)[CH:13]=[CH:12][N:11]=1, predict the reactants needed to synthesize it. The reactants are: Cl[C:2]1[CH:7]=[C:6]([C:8]2[CH:13]=[CH:12][N:11]=[C:10]([Cl:14])[CH:9]=2)[N:5]=[C:4]([S:15][CH3:16])[N:3]=1.CC#N.[NH2:20][CH2:21][CH2:22][OH:23].C([O-])([O-])=O.[K+].[K+]. (6) Given the product [O:24]=[CH:3][CH2:4][C:5]1([C:18]([O:20][CH2:21][CH3:22])=[O:19])[CH2:10][CH2:9][CH2:8][N:7]([C:11]([O:13][C:14]([CH3:17])([CH3:16])[CH3:15])=[O:12])[CH2:6]1, predict the reactants needed to synthesize it. The reactants are: CC(C)=[CH:3][CH2:4][C:5]1([C:18]([O:20][CH2:21][CH3:22])=[O:19])[CH2:10][CH2:9][CH2:8][N:7]([C:11]([O:13][C:14]([CH3:17])([CH3:16])[CH3:15])=[O:12])[CH2:6]1.[O:24]=[O+][O-].